This data is from Reaction yield outcomes from USPTO patents with 853,638 reactions. The task is: Predict the reaction yield, written as a fraction of the theoretical maximum amount of product (1.0 means a 100% yield; for example, 0.34 means a 34% yield). (1) The reactants are C(OC(=O)[NH:10][CH2:11][CH2:12][CH2:13][CH2:14][CH2:15][CH2:16][N:17]1[CH2:21][CH:20]([OH:22])[CH2:19][CH:18]1[CH:23]([C:42]1[CH:47]=[CH:46][CH:45]=[CH:44][CH:43]=1)[O:24][CH:25]([C:34]1[CH:39]=[CH:38][C:37]([O:40][CH3:41])=[CH:36][CH:35]=1)[C:26]1[CH:31]=[CH:30][C:29]([O:32][CH3:33])=[CH:28][CH:27]=1)C1C=CC=CC=1. The catalyst is C(OCC)(=O)C. The product is [NH2:10][CH2:11][CH2:12][CH2:13][CH2:14][CH2:15][CH2:16][N:17]1[CH:18]([CH:23]([C:42]2[CH:43]=[CH:44][CH:45]=[CH:46][CH:47]=2)[O:24][CH:25]([C:26]2[CH:31]=[CH:30][C:29]([O:32][CH3:33])=[CH:28][CH:27]=2)[C:34]2[CH:39]=[CH:38][C:37]([O:40][CH3:41])=[CH:36][CH:35]=2)[CH2:19][CH:20]([OH:22])[CH2:21]1. The yield is 0.930. (2) The reactants are [Br:1][C:2]1[CH:3]=[C:4]([N+:10]([O-])=O)[C:5]([C:8]#[N:9])=[N:6][CH:7]=1.O.[OH-].[NH4+].S(S([O-])=O)([O-])=[O:17].[Na+].[Na+]. The catalyst is O1CCOCC1.C(OCC)(=O)C. The product is [NH2:10][C:4]1[C:5]([C:8]([NH2:9])=[O:17])=[N:6][CH:7]=[C:2]([Br:1])[CH:3]=1. The yield is 0.528. (3) The reactants are [NH2:1][C:2]([NH2:4])=[O:3].[CH3:5][C:6]1[N:11]=[C:10](N)[CH:9]=[CH:8][CH:7]=1. The yield is 0.320. The product is [CH3:5][C:6]1[N:11]=[C:10]([NH:1][C:2]([NH2:4])=[O:3])[CH:9]=[CH:8][CH:7]=1. No catalyst specified. (4) The reactants are [NH2:1][C@@H:2]1[C:8](=[O:9])[N:7]([CH2:10][CH:11]2[CH2:13][CH2:12]2)[C:6]2[CH:14]=[CH:15][CH:16]=[CH:17][C:5]=2[O:4][C@@H:3]1[C:18]1[CH:23]=[CH:22][CH:21]=[CH:20][CH:19]=1.[F:24][C:25]1[CH:26]=[C:27]([CH2:32][C:33]([NH:35][C@H:36]([C:38](O)=[O:39])[CH3:37])=[O:34])[CH:28]=[C:29]([F:31])[CH:30]=1.C1C=CC2N(O)N=NC=2C=1.CN1CCOCC1.CCN=C=NCCCN(C)C.Cl. The catalyst is C(Cl)Cl. The product is [CH:11]1([CH2:10][N:7]2[C:6]3[CH:14]=[CH:15][CH:16]=[CH:17][C:5]=3[O:4][C@H:3]([C:18]3[CH:23]=[CH:22][CH:21]=[CH:20][CH:19]=3)[C@H:2]([NH:1][C:38](=[O:39])[C@H:36]([CH3:37])[NH:35][C:33](=[O:34])[CH2:32][C:27]3[CH:28]=[C:29]([F:31])[CH:30]=[C:25]([F:24])[CH:26]=3)[C:8]2=[O:9])[CH2:13][CH2:12]1. The yield is 0.880. (5) The reactants are Br[C:2]1[CH:3]=[C:4]([N:10]2[CH2:15][CH2:14][O:13][CH2:12][CH2:11]2)[C:5](=[O:9])[N:6]([CH3:8])[CH:7]=1.[CH3:16][C:17]1[CH:23]=[CH:22][C:20]([NH2:21])=[CH:19][C:18]=1B1OC(C)(C)C(C)(C)O1. The catalyst is COCCOC.C(=O)([O-])[O-].[Na+].[Na+].C1C=CC(P(C2C=CC=CC=2)[C-]2C=CC=C2)=CC=1.C1C=CC(P(C2C=CC=CC=2)[C-]2C=CC=C2)=CC=1.Cl[Pd]Cl.[Fe+2].C(Cl)Cl. The product is [NH2:21][C:20]1[CH:19]=[CH:18][C:17]([CH3:16])=[C:23]([C:2]2[CH:3]=[C:4]([N:10]3[CH2:15][CH2:14][O:13][CH2:12][CH2:11]3)[C:5](=[O:9])[N:6]([CH3:8])[CH:7]=2)[CH:22]=1. The yield is 0.310. (6) The reactants are [NH2:1][C:2]1[C:3]([NH:12][C@@H:13]([CH3:20])[CH2:14][CH2:15][C:16]([O:18][CH3:19])=[O:17])=[N:4][C:5]([NH:8][CH:9]([CH3:11])[CH3:10])=[N:6][CH:7]=1.Cl.N[C@H](C)/C=C/C(OC)=O. No catalyst specified. The product is [NH2:1][C:2]1[C:3]([NH:12][C@H:13]([CH3:20])[CH2:14][CH2:15][C:16]([O:18][CH3:19])=[O:17])=[N:4][C:5]([NH:8][CH:9]([CH3:10])[CH3:11])=[N:6][CH:7]=1. The yield is 0.750.